The task is: Predict the product of the given reaction.. This data is from Forward reaction prediction with 1.9M reactions from USPTO patents (1976-2016). (1) Given the reactants [Mg].II.Br[C:5]1[CH:10]=[CH:9][C:8]([O:11][CH3:12])=[CH:7][CH:6]=1.[CH3:13][C:14]([S@@:17](/[N:19]=[CH:20]/[C:21]1[C:26]([C:27]([F:30])([F:29])[F:28])=[CH:25][CH:24]=[CH:23][N:22]=1)=[O:18])([CH3:16])[CH3:15], predict the reaction product. The product is: [CH3:12][O:11][C:8]1[CH:9]=[CH:10][C:5]([C@@H:20]([C:21]2[C:26]([C:27]([F:28])([F:30])[F:29])=[CH:25][CH:24]=[CH:23][N:22]=2)[NH:19][S@:17]([C:14]([CH3:16])([CH3:15])[CH3:13])=[O:18])=[CH:6][CH:7]=1. (2) Given the reactants [CH3:1][C:2]1([NH:10]C(=O)C)[CH:7]2[CH2:8][CH2:9][N:4]([CH2:5][CH2:6]2)[CH2:3]1.C[C@]1(N)C2CCN(CC2)C1.C[C@@]1(N)C2CCN(CC2)C1, predict the reaction product. The product is: [CH3:1][C:2]1([NH2:10])[CH:7]2[CH2:8][CH2:9][N:4]([CH2:5][CH2:6]2)[CH2:3]1. (3) Given the reactants [F:1][C:2]1[CH:3]=[C:4]([CH:10]=[C:11]([F:13])[CH:12]=1)[C@H:5]([OH:9])[C:6]([OH:8])=O.Cl.[NH2:15][C@H:16]([C:18]([NH:20][N:21]1[C:27](=[O:28])[CH:26]([CH3:29])[C:25]2[CH:30]=[C:31]([F:34])[CH:32]=[CH:33][C:24]=2[C:23]2[CH:35]=[CH:36][CH:37]=[CH:38][C:22]1=2)=[O:19])[CH3:17], predict the reaction product. The product is: [F:13][C:11]1[CH:10]=[C:4]([CH:3]=[C:2]([F:1])[CH:12]=1)[C@H:5]([OH:9])[C:6]([NH:15][C@H:16]([C:18]([NH:20][N:21]1[C:27](=[O:28])[CH:26]([CH3:29])[C:25]2[CH:30]=[C:31]([F:34])[CH:32]=[CH:33][C:24]=2[C:23]2[CH:35]=[CH:36][CH:37]=[CH:38][C:22]1=2)=[O:19])[CH3:17])=[O:8]. (4) Given the reactants [F:1][C:2]1[CH:11]=[CH:10][C:9]([F:12])=[C:8]2[C:3]=1[C:4]([NH:13][CH2:14][CH2:15][C:16]1[CH:21]=[CH:20][C:19]([OH:22])=[C:18]([CH3:23])[CH:17]=1)=[N:5][CH:6]=[N:7]2.F[C:25]1[CH:30]=[C:29]([C:31]([F:34])([F:33])[F:32])[CH:28]=[CH:27][N:26]=1.C(=O)([O-])[O-].[K+].[K+].O, predict the reaction product. The product is: [F:1][C:2]1[CH:11]=[CH:10][C:9]([F:12])=[C:8]2[C:3]=1[C:4]([NH:13][CH2:14][CH2:15][C:16]1[CH:21]=[CH:20][C:19]([O:22][C:25]3[CH:30]=[C:29]([C:31]([F:34])([F:33])[F:32])[CH:28]=[CH:27][N:26]=3)=[C:18]([CH3:23])[CH:17]=1)=[N:5][CH:6]=[N:7]2. (5) Given the reactants [CH:1]1([N:7]2[CH2:11][CH2:10][CH:9]([CH2:12][C:13]3[CH:24]=[CH:23][CH:22]=[CH:21][C:14]=3[O:15][CH2:16][C:17](OC)=[O:18])[C:8]2=[O:25])[CH2:6][CH2:5][CH2:4][CH2:3][CH2:2]1.[BH4-].[Li+].O.C(OCC)(=O)C, predict the reaction product. The product is: [CH:1]1([N:7]2[CH2:11][CH2:10][CH:9]([CH2:12][C:13]3[CH:24]=[CH:23][CH:22]=[CH:21][C:14]=3[O:15][CH2:16][CH2:17][OH:18])[C:8]2=[O:25])[CH2:2][CH2:3][CH2:4][CH2:5][CH2:6]1. (6) Given the reactants Cl.[CH2:2]1[C:11]2[C:6](=[CH:7][CH:8]=[CH:9][CH:10]=2)[CH2:5][C@H:4]([C:12]([NH:14][C@H:15]([C:17]2[CH:26]=[CH:25][C:20]([C:21]([O:23][CH3:24])=[O:22])=[CH:19][CH:18]=2)[CH3:16])=[O:13])[NH:3]1.[F:27][C:28]1[CH:37]=[CH:36][C:31]([O:32][CH2:33][CH:34]=O)=[CH:30][CH:29]=1.C(O[BH-](OC(=O)C)OC(=O)C)(=O)C.[Na+], predict the reaction product. The product is: [F:27][C:28]1[CH:37]=[CH:36][C:31]([O:32][CH2:33][CH2:34][N:3]2[C@@H:4]([C:12]([NH:14][C@H:15]([C:17]3[CH:18]=[CH:19][C:20]([C:21]([O:23][CH3:24])=[O:22])=[CH:25][CH:26]=3)[CH3:16])=[O:13])[CH2:5][C:6]3[C:11](=[CH:10][CH:9]=[CH:8][CH:7]=3)[CH2:2]2)=[CH:30][CH:29]=1.